Dataset: CYP2D6 inhibition data for predicting drug metabolism from PubChem BioAssay. Task: Regression/Classification. Given a drug SMILES string, predict its absorption, distribution, metabolism, or excretion properties. Task type varies by dataset: regression for continuous measurements (e.g., permeability, clearance, half-life) or binary classification for categorical outcomes (e.g., BBB penetration, CYP inhibition). Dataset: cyp2d6_veith. (1) The drug is C[C@@H]1O[C@H](OC2[C@@H](O)[C@H](O)C(O)[C@H](O)[C@H]2O)[C@@H](N)C[C@@H]1N=C(N)C(=O)O. The result is 0 (non-inhibitor). (2) The compound is Cc1ccc(NC(=O)/C(=C\c2cccnc2)NC(=O)c2ccco2)cc1. The result is 0 (non-inhibitor). (3) The compound is C[C@@]12CC[C@@H]3[C@H](CC[C@H]4C[C@@H](O[C@@H]5O[C@H](CO)[C@@H](O)[C@H](O)[C@@H]5O)CC[C@]43C)[C@@]1(O)CC[C@@H]2C1=CCOC1=O. The result is 0 (non-inhibitor). (4) The molecule is CC(C)CCN1CC(C(=O)N2CCN(c3ccc(F)cc3)CC2)CC1=O. The result is 0 (non-inhibitor). (5) The molecule is CC(=O)O[C@H]1CC[C@]2(C)C(=CC[C@@H]3[C@@H]2CC[C@]2(C)[C@@H]3C[C@H]3O[C@]4(CC[C@H](C)CN4)[C@H](C)[C@@H]32)C1. The result is 0 (non-inhibitor). (6) The result is 0 (non-inhibitor). The compound is CCCn1nc2cc(C(=O)NCc3ccc4c(c3)OCO4)ccc2c1OCC. (7) The molecule is Cc1cccc(C(=O)NNC(=O)c2cc3cc4ccccc4nc3s2)c1. The result is 0 (non-inhibitor). (8) The drug is Cc1sc(NC(=O)c2ccco2)c(C(c2ccncc2)N2CCOCC2)c1C. The result is 0 (non-inhibitor).